Dataset: Catalyst prediction with 721,799 reactions and 888 catalyst types from USPTO. Task: Predict which catalyst facilitates the given reaction. (1) Reactant: O1CCC[CH2:2]1.[CH3:6][O:7][C:8]1[C:13]([O:14][CH3:15])=[C:12]([O:16][CH3:17])[CH:11]=[C:10]([CH3:18])[C:9]=1[CH:19]([C:21]1[C:26]([Br:27])=[CH:25][N:24]=[CH:23][C:22]=1Br)[OH:20].C([Li])CCC.CI. Product: [CH3:6][O:7][C:8]1[C:13]([O:14][CH3:15])=[C:12]([O:16][CH3:17])[CH:11]=[C:10]([CH3:18])[C:9]=1[CH:19]([C:21]1[C:22]([CH3:2])=[CH:23][N:24]=[CH:25][C:26]=1[Br:27])[OH:20]. The catalyst class is: 6. (2) Reactant: [F:1][C:2]([F:26])([F:25])[C:3]1[CH:4]=[CH:5][C:6]([O:9][CH2:10][CH2:11][CH2:12][O:13][N:14]2C(=O)C3=CC=CC=C3C2=O)=[N:7][CH:8]=1.C(Cl)(Cl)Cl.O.NN.C(O)(C)C. Product: [F:25][C:2]([F:1])([F:26])[C:3]1[CH:4]=[CH:5][C:6]([O:9][CH2:10][CH2:11][CH2:12][O:13][NH2:14])=[N:7][CH:8]=1. The catalyst class is: 81.